From a dataset of Peptide-MHC class II binding affinity with 134,281 pairs from IEDB. Regression. Given a peptide amino acid sequence and an MHC pseudo amino acid sequence, predict their binding affinity value. This is MHC class II binding data. (1) The peptide sequence is WGAIWRIDTPDKLTGPFTVR. The MHC is HLA-DQA10101-DQB10501 with pseudo-sequence HLA-DQA10101-DQB10501. The binding affinity (normalized) is 0.385. (2) The peptide sequence is YDKFLANVSTLLTGK. The MHC is DRB1_0405 with pseudo-sequence DRB1_0405. The binding affinity (normalized) is 0.664.